This data is from Cav3 T-type calcium channel HTS with 100,875 compounds. The task is: Binary Classification. Given a drug SMILES string, predict its activity (active/inactive) in a high-throughput screening assay against a specified biological target. (1) The compound is O=C(Nc1c(ccc([N+]([O-])=O)c1)C)c1ccc(c2ccccc2)cc1. The result is 0 (inactive). (2) The molecule is O1C(OCC)C(C(C(C)(C)C)C=C1C(=O)N)CCCO. The result is 0 (inactive). (3) The result is 0 (inactive). The molecule is Brc1cc(CNCCO)cc(OC)c1OCc1sccc1. (4) The result is 0 (inactive). The drug is Clc1ccc(SCc2noc(c2C(=O)NCCC)C(=O)NCc2ccccc2)cc1. (5) The drug is O1C(CCC1)CNC(=O)Cn1c(=O)c2nnn(c2nc1)Cc1ccccc1. The result is 0 (inactive). (6) The drug is O=C(NCc1ccncc1)C1CCCCC1. The result is 0 (inactive). (7) The result is 0 (inactive). The compound is O(c1cc(Cc2onc(n2)c2nonc2N)ccc1OCC)CC. (8) The compound is S(=O)(=O)(N1CCc2c(C1)cccc2)c1ccc(NC(=O)C2OCCC2)cc1. The result is 1 (active). (9) The compound is S1\C(N(c2ccc(OC(F)(F)F)cc2)C(=O)C1)=C/[N+]([O-])=O. The result is 0 (inactive). (10) The compound is s1c(C2c3c([nH]nc3OC(N)=C2C#N)C(C)C)ccc1. The result is 0 (inactive).